Dataset: Forward reaction prediction with 1.9M reactions from USPTO patents (1976-2016). Task: Predict the product of the given reaction. (1) Given the reactants O=[C:2]1[CH2:7][CH2:6][N:5]([C:8]2[CH:13]=[CH:12][C:11]([N:14]3[CH2:18][C@H:17]([CH2:19][O:20][C:21]4[CH:25]=[CH:24][O:23][N:22]=4)[O:16][C:15]3=[O:26])=[CH:10][C:9]=2[F:27])[CH2:4][CH2:3]1.Cl.[NH2:29][OH:30].C([O-])(=O)C.[Na+], predict the reaction product. The product is: [OH:30][N:29]=[C:2]1[CH2:7][CH2:6][N:5]([C:8]2[CH:13]=[CH:12][C:11]([N:14]3[CH2:18][C@H:17]([CH2:19][O:20][C:21]4[CH:25]=[CH:24][O:23][N:22]=4)[O:16][C:15]3=[O:26])=[CH:10][C:9]=2[F:27])[CH2:4][CH2:3]1. (2) Given the reactants ClC1C=C(Cl)C=CC=1C1N=C(CC)C(N[C@@H]2C3C(=CC=CC=3)C[C@@H]2OCC)=NC=1CC.[CH3:32][O:33][C:34]1[CH:39]=[C:38]([O:40][CH3:41])[CH:37]=[CH:36][C:35]=1[C:42]1[N:43]=[C:44]([CH2:61][CH3:62])[C:45]([NH:50][C@@H:51]2[C:59]3[C:54](=[CH:55][CH:56]=[CH:57][CH:58]=3)[CH2:53][C@@H:52]2[OH:60])=[N:46][C:47]=1[CH2:48][CH3:49].Br[CH2:64][CH2:65][F:66], predict the reaction product. The product is: [CH3:32][O:33][C:34]1[CH:39]=[C:38]([O:40][CH3:41])[CH:37]=[CH:36][C:35]=1[C:42]1[N:43]=[C:44]([CH2:61][CH3:62])[C:45]([NH:50][C@@H:51]2[C:59]3[C:54](=[CH:55][CH:56]=[CH:57][CH:58]=3)[CH2:53][C@@H:52]2[O:60][CH2:64][CH2:65][F:66])=[N:46][C:47]=1[CH2:48][CH3:49].